Task: Predict which catalyst facilitates the given reaction.. Dataset: Catalyst prediction with 721,799 reactions and 888 catalyst types from USPTO (1) Reactant: [CH2:1]([O:3][C:4]([N:6]1[C:15]2[C:10](=[N:11][C:12]([O:16][CH3:17])=[CH:13][CH:14]=2)[C@@H:9]([NH:18][CH:19]([C:32]2[N:37]=[CH:36][C:35](Br)=[CH:34][N:33]=2)[C:20]2[CH:25]=[C:24]([C:26]([F:29])([F:28])[F:27])[CH:23]=[C:22]([C:30]#[N:31])[CH:21]=2)[CH2:8][C@H:7]1[CH2:39][CH3:40])=[O:5])[CH3:2].[CH2:41]([O:48][C:49](=[O:52])[CH:50]=[CH2:51])[C:42]1[CH:47]=[CH:46][CH:45]=[CH:44][CH:43]=1.C1(C(N)C2CCCCC2)CCCCC1.F[B-](F)(F)F.C([PH+](C(C)(C)C)C(C)(C)C)(C)(C)C. Product: [CH2:1]([O:3][C:4]([N:6]1[C:15]2[C:10](=[N:11][C:12]([O:16][CH3:17])=[CH:13][CH:14]=2)[C@@H:9]([NH:18][CH:19]([C:32]2[N:37]=[CH:36][C:35]([CH:51]=[CH:50][C:49]([O:48][CH2:41][C:42]3[CH:47]=[CH:46][CH:45]=[CH:44][CH:43]=3)=[O:52])=[CH:34][N:33]=2)[C:20]2[CH:25]=[C:24]([C:26]([F:29])([F:28])[F:27])[CH:23]=[C:22]([C:30]#[N:31])[CH:21]=2)[CH2:8][C@H:7]1[CH2:39][CH3:40])=[O:5])[CH3:2]. The catalyst class is: 62. (2) Reactant: [NH2:1][NH2:2].[Cl:3][CH2:4][CH2:5][CH2:6][C:7]([C:20]#[N:21])([C:13]1[CH:18]=[CH:17][C:16]([F:19])=[CH:15][CH:14]=1)[C:8](OCC)=[O:9].C(OCC)(=O)C.O.C(=O)(O)[O-].[Na+]. Product: [Cl:3][CH2:4][CH2:5][CH2:6][C:7]([C:20]#[N:21])([C:13]1[CH:18]=[CH:17][C:16]([F:19])=[CH:15][CH:14]=1)[C:8]([NH:1][NH2:2])=[O:9]. The catalyst class is: 8. (3) Reactant: [CH3:1][N:2]1[C:7](=[O:8])[C:6]([NH:9][C:10]2[CH:15]=[CH:14][C:13]([N:16]3[CH2:21][CH2:20][N:19]([CH:22]4[CH2:25][O:24][CH2:23]4)[CH2:18][CH2:17]3)=[CH:12][N:11]=2)=[CH:5][C:4]([C:26]2[C:31]([CH:32]=[O:33])=[C:30]([N:34]3[CH:46]=[CH:45][N:37]4[C:38]5[CH2:39][CH2:40][CH2:41][CH2:42][C:43]=5[CH:44]=[C:36]4[C:35]3=[O:47])[N:29]=[CH:28][CH:27]=2)=[CH:3]1.[CH3:48]N1C=C(B2OC(C)(C)C(C)(C)O2)C=C(NC2C=CC(N3CCN(C4COC4)C[C@@H]3C)=CN=2)C1=O.C([O-])(=O)C.[Na+].C(#N)C. Product: [CH3:1][N:2]1[C:7](=[O:8])[C:6]([NH:9][C:10]2[CH:15]=[CH:14][C:13]([N:16]3[CH2:21][CH2:20][N:19]([CH:22]4[CH2:25][O:24][CH2:23]4)[CH2:18][C@@H:17]3[CH3:48])=[CH:12][N:11]=2)=[CH:5][C:4]([C:26]2[C:31]([CH:32]=[O:33])=[C:30]([N:34]3[CH:46]=[CH:45][N:37]4[C:38]5[CH2:39][CH2:40][CH2:41][CH2:42][C:43]=5[CH:44]=[C:36]4[C:35]3=[O:47])[N:29]=[CH:28][CH:27]=2)=[CH:3]1. The catalyst class is: 263. (4) Reactant: C(OC([N:8]1[CH2:12][CH2:11][CH2:10][C@@H:9]1[CH2:13][O:14][C:15]1[CH:20]=[CH:19][C:18]([O:21][C:22]2[CH:27]=[CH:26][CH:25]=[CH:24][CH:23]=2)=[CH:17][CH:16]=1)=O)(C)(C)C.Cl. Product: [O:21]([C:18]1[CH:19]=[CH:20][C:15]([O:14][CH2:13][C@H:9]2[CH2:10][CH2:11][CH2:12][NH:8]2)=[CH:16][CH:17]=1)[C:22]1[CH:23]=[CH:24][CH:25]=[CH:26][CH:27]=1. The catalyst class is: 12.